From a dataset of Forward reaction prediction with 1.9M reactions from USPTO patents (1976-2016). Predict the product of the given reaction. (1) Given the reactants [CH:1]([C:4]1[CH:9]=[CH:8][C:7]([C:10]2[N:14]([CH2:15][CH2:16][O:17][CH3:18])[C:13]3[C:19]([O:35][CH3:36])=[CH:20][C:21]([CH:23](OS(C)(=O)=O)[C:24]4[CH:29]=[CH:28][CH:27]=[CH:26][N:25]=4)=[CH:22][C:12]=3[N:11]=2)=[CH:6][CH:5]=1)([CH3:3])[CH3:2].[H-].[H-].[H-].[H-].[Li+].[Al+3].[OH-].[Na+], predict the reaction product. The product is: [CH:1]([C:4]1[CH:5]=[CH:6][C:7]([C:10]2[N:14]([CH2:15][CH2:16][O:17][CH3:18])[C:13]3[C:19]([O:35][CH3:36])=[CH:20][C:21]([CH2:23][C:24]4[CH:29]=[CH:28][CH:27]=[CH:26][N:25]=4)=[CH:22][C:12]=3[N:11]=2)=[CH:8][CH:9]=1)([CH3:3])[CH3:2]. (2) The product is: [Cl-:21].[CH:1]([C:3]1[N:4]=[C:5]([CH:8]2[CH2:13][CH2:12][NH2+:11][CH2:10][CH2:9]2)[S:6][CH:7]=1)=[O:2]. Given the reactants [CH:1]([C:3]1[N:4]=[C:5]([CH:8]2[CH2:13][CH2:12][N:11](C(OC(C)(C)C)=O)[CH2:10][CH2:9]2)[S:6][CH:7]=1)=[O:2].[ClH:21], predict the reaction product. (3) Given the reactants [Br:1][C:2]1[CH:29]=[CH:28][C:5]([O:6][C:7]2[CH:12]=[CH:11][C:10]([C:13]3([N:22]4[CH2:27][CH2:26][NH:25][CH2:24][CH2:23]4)[C:18](=[O:19])[NH:17][C:16](=[O:20])[NH:15][C:14]3=[O:21])=[CH:9][CH:8]=2)=[CH:4][CH:3]=1.[F:30][CH2:31][CH2:32][CH2:33]OS(C1C=CC(C)=CC=1)(=O)=O, predict the reaction product. The product is: [Br:1][C:2]1[CH:29]=[CH:28][C:5]([O:6][C:7]2[CH:12]=[CH:11][C:10]([C:13]3([N:22]4[CH2:23][CH2:24][N:25]([CH2:33][CH2:32][CH2:31][F:30])[CH2:26][CH2:27]4)[C:14](=[O:21])[NH:15][C:16](=[O:20])[NH:17][C:18]3=[O:19])=[CH:9][CH:8]=2)=[CH:4][CH:3]=1. (4) Given the reactants [C:1]([Si:5]([C:18]1[CH:23]=[CH:22][CH:21]=[CH:20][CH:19]=1)([C:12]1[CH:17]=[CH:16][CH:15]=[CH:14][CH:13]=1)[O:6][CH2:7][CH2:8][C:9]([NH2:11])=[NH:10])([CH3:4])([CH3:3])[CH3:2].CN([CH:27]=[C:28]1[C:33](=[O:34])[CH2:32][CH2:31][CH2:30][C:29]1=O)C, predict the reaction product. The product is: [C:1]([Si:5]([C:12]1[CH:13]=[CH:14][CH:15]=[CH:16][CH:17]=1)([C:18]1[CH:23]=[CH:22][CH:21]=[CH:20][CH:19]=1)[O:6][CH2:7][CH2:8][C:9]1[N:11]=[CH:27][C:28]2[C:33](=[O:34])[CH2:32][CH2:31][CH2:30][C:29]=2[N:10]=1)([CH3:4])([CH3:2])[CH3:3].